Dataset: Forward reaction prediction with 1.9M reactions from USPTO patents (1976-2016). Task: Predict the product of the given reaction. (1) Given the reactants [Br:1][C:2]1[CH:3]=[N:4][C:5]2[N:6]([N:8]=[C:9]([C:11]([OH:13])=O)[CH:10]=2)[CH:7]=1.Br.[CH:15]([C:18]1[S:19][C:20]2[CH2:26][CH2:25][NH:24][CH2:23][CH2:22][C:21]=2[N:27]=1)([CH3:17])[CH3:16], predict the reaction product. The product is: [Br:1][C:2]1[CH:3]=[N:4][C:5]2[N:6]([N:8]=[C:9]([C:11]([N:24]3[CH2:25][CH2:26][C:20]4[S:19][C:18]([CH:15]([CH3:17])[CH3:16])=[N:27][C:21]=4[CH2:22][CH2:23]3)=[O:13])[CH:10]=2)[CH:7]=1. (2) Given the reactants CC(C)(C)[Si](C1C=CC=CC=1)(C1C=CC=CC=1)[O:4][CH2:5][CH2:6][O:7][CH2:8][CH2:9][O:10][CH2:11][CH2:12][O:13][CH2:14][CH2:15][CH2:16][CH2:17][CH2:18][CH2:19][CH2:20][CH2:21][CH2:22][CH2:23][CH2:24][C:25]([NH:27][CH2:28][CH2:29][S:30][S:31][CH2:32][CH2:33][NH:34][C:35](=[O:74])[CH2:36][CH2:37][CH2:38][CH2:39][CH2:40][CH2:41][CH2:42][CH2:43][CH2:44][CH2:45][CH2:46][O:47][CH2:48][CH2:49][O:50][CH2:51][CH2:52][O:53][CH2:54][CH2:55][O:56][Si](C1C=CC=CC=1)(C1C=CC=CC=1)C(C)(C)C)=[O:26].[F-].C([N+](CCCC)(CCCC)CCCC)CCC, predict the reaction product. The product is: [OH:56][CH2:55][CH2:54][O:53][CH2:52][CH2:51][O:50][CH2:49][CH2:48][O:47][CH2:46][CH2:45][CH2:44][CH2:43][CH2:42][CH2:41][CH2:40][CH2:39][CH2:38][CH2:37][CH2:36][C:35]([NH:34][CH2:33][CH2:32][S:31][S:30][CH2:29][CH2:28][NH:27][C:25](=[O:26])[CH2:24][CH2:23][CH2:22][CH2:21][CH2:20][CH2:19][CH2:18][CH2:17][CH2:16][CH2:15][CH2:14][O:13][CH2:12][CH2:11][O:10][CH2:9][CH2:8][O:7][CH2:6][CH2:5][OH:4])=[O:74].